From a dataset of Catalyst prediction with 721,799 reactions and 888 catalyst types from USPTO. Predict which catalyst facilitates the given reaction. (1) Reactant: [OH:1][N:2]=[C:3](Cl)[CH3:4].[Cl:6][C:7]1[C:16]2[N:17]=[C:18]([CH2:23][O:24][CH2:25][CH3:26])[N:19]([CH2:20][C:21]#[CH:22])[C:15]=2[C:14]2[CH:13]=[CH:12][CH:11]=[CH:10][C:9]=2[N:8]=1.C(N(CC)CC)C. Product: [Cl:6][C:7]1[C:16]2[N:17]=[C:18]([CH2:23][O:24][CH2:25][CH3:26])[N:19]([CH2:20][C:21]3[O:1][N:2]=[C:3]([CH3:4])[CH:22]=3)[C:15]=2[C:14]2[CH:13]=[CH:12][CH:11]=[CH:10][C:9]=2[N:8]=1. The catalyst class is: 4. (2) Reactant: [Si:1]([O:8][CH2:9][CH2:10][O:11][CH2:12][C:13]1[CH:14]=[N:15][C:16]2[C:21]([CH:22]=1)=[CH:20][CH:19]=[C:18]([NH:23]C(=O)OCC1C=CC=CC=1)[CH:17]=2)([C:4]([CH3:7])([CH3:6])[CH3:5])([CH3:3])[CH3:2]. Product: [Si:1]([O:8][CH2:9][CH2:10][O:11][CH2:12][C:13]1[CH:14]=[N:15][C:16]2[C:21]([CH:22]=1)=[CH:20][CH:19]=[C:18]([NH2:23])[CH:17]=2)([C:4]([CH3:7])([CH3:6])[CH3:5])([CH3:3])[CH3:2]. The catalyst class is: 43. (3) Reactant: [N:1]1([C:10]2[N:15]=[C:14]([NH:16][C@H:17]3[CH2:22][CH2:21][C@H:20]([OH:23])[CH2:19][CH2:18]3)[C:13]([N+:24]([O-])=O)=[CH:12][N:11]=2)[C:5]2[CH:6]=[CH:7][CH:8]=[CH:9][C:4]=2[N:3]=[CH:2]1.S(S([O-])=O)([O-])=O.[Na+].[Na+].C([O-])(O)=O.[Na+]. Product: [NH2:24][C:13]1[C:14]([NH:16][C@H:17]2[CH2:18][CH2:19][C@H:20]([OH:23])[CH2:21][CH2:22]2)=[N:15][C:10]([N:1]2[C:5]3[CH:6]=[CH:7][CH:8]=[CH:9][C:4]=3[N:3]=[CH:2]2)=[N:11][CH:12]=1. The catalyst class is: 249. (4) Product: [C:1]([O:5][C:6](=[O:38])[NH:7][C@H:8]([CH2:34][CH:35]([CH3:37])[CH3:36])[C:9]([NH:11][C:12]1[CH:17]=[C:16]([O:18][CH3:19])[C:15]([C:20]2[O:24][CH:23]=[N:22][CH:21]=2)=[CH:14][C:13]=1[C:41]1[S:42][CH:43]=[N:44][N:45]=1)=[O:10])([CH3:3])([CH3:2])[CH3:4]. The catalyst class is: 77. Reactant: [C:1]([O:5][C:6](=[O:38])[NH:7][C@H:8]([CH2:34][CH:35]([CH3:37])[CH3:36])[C:9]([NH:11][C:12]1[CH:17]=[C:16]([O:18][CH3:19])[C:15]([C:20]2[O:24][CH:23]=[N:22][CH:21]=2)=[CH:14][C:13]=1B1OC(C)(C)C(C)(C)O1)=[O:10])([CH3:4])([CH3:3])[CH3:2].O.Br[C:41]1[S:42][CH:43]=[N:44][N:45]=1.C([O-])([O-])=O.[Cs+].[Cs+]. (5) Reactant: C[Si](C)(C)[O:3][C:4]1[CH2:9][CH2:8][N:7]([C:10]([O:12][C:13]([CH3:16])([CH3:15])[CH3:14])=[O:11])[CH2:6][CH:5]=1.[B-](F)(F)(F)[F:20].[B-](F)(F)(F)F.C1[N+]2(CCl)CC[N+](F)(CC2)C1.CCOC(C)=O.CCCCCC. Product: [F:20][CH:9]1[C:4](=[O:3])[CH2:5][CH2:6][N:7]([C:10]([O:12][C:13]([CH3:16])([CH3:15])[CH3:14])=[O:11])[CH2:8]1. The catalyst class is: 10. (6) Reactant: Br[CH2:2][C:3]([C:5]1[CH:10]=[CH:9][N:8]=[CH:7][CH:6]=1)=O.Cl.[NH:12]1[CH2:16][CH2:15][CH2:14][C:13]1=[NH:17].C([O-])([O-])=O.[Na+].[Na+].O. Product: [N:8]1[CH:9]=[CH:10][C:5]([C:3]2[N:17]=[C:13]3[CH2:14][CH2:15][CH2:16][N:12]3[CH:2]=2)=[CH:6][CH:7]=1. The catalyst class is: 3. (7) Reactant: [Cl:1][C:2]1[NH:6][C:5]2[CH:7]=[C:8]([F:12])[C:9]([F:11])=[CH:10][C:4]=2[N:3]=1.[Cl:13][C:14]1[N:19]=[C:18](Cl)[N:17]=[C:16]([CH3:21])[N:15]=1.C(N(CC)C(C)C)(C)C. Product: [Cl:1][C:2]1[N:3]([C:18]2[N:19]=[C:14]([Cl:13])[N:15]=[C:16]([CH3:21])[N:17]=2)[C:4]2[CH:10]=[C:9]([F:11])[C:8]([F:12])=[CH:7][C:5]=2[N:6]=1. The catalyst class is: 12. (8) The catalyst class is: 5. Reactant: C[O:2][C:3]([C:5]1[C:6]2[CH:7]=[CH:8][N:9]([C:14]3[CH:19]=[CH:18][C:17]([S:20]([N:23]4[CH2:28][CH2:27][CH:26]([CH2:29][NH:30][CH2:31][C@H:32]([OH:45])[C:33]5[CH:38]=[CH:37][C:36]([OH:39])=[C:35](S(C)(=O)=O)[C:34]=5N)[CH2:25][CH2:24]4)(=[O:22])=[O:21])=[CH:16][CH:15]=3)[C:10]=2[CH:11]=[CH:12][CH:13]=1)=[O:4].[OH-:46].[Na+].Cl. Product: [OH:45][C@H:32]([C:33]1[CH:38]=[CH:37][C:36]([OH:39])=[C:35]([NH:23][S:20]([CH3:17])(=[O:21])=[O:46])[CH:34]=1)[CH2:31][NH:30][CH2:29][CH:26]1[CH2:25][CH2:24][N:23]([S:20]([C:17]2[CH:16]=[CH:15][C:14]([N:9]3[C:10]4[CH:11]=[CH:12][CH:13]=[C:5]([C:3]([OH:2])=[O:4])[C:6]=4[CH:7]=[CH:8]3)=[CH:19][CH:18]=2)(=[O:21])=[O:22])[CH2:28][CH2:27]1.